From a dataset of Full USPTO retrosynthesis dataset with 1.9M reactions from patents (1976-2016). Predict the reactants needed to synthesize the given product. (1) Given the product [CH2:18]([N:3]1[C:4]2[C:9](=[O:10])[N:8]([CH3:11])[N:7]=[CH:6][C:5]=2[N:12]=[C:2]1[Cl:1])[C:13]#[C:14][CH3:15], predict the reactants needed to synthesize it. The reactants are: [Cl:1][C:2]1[NH:12][C:5]2[CH:6]=[N:7][N:8]([CH3:11])[C:9](=[O:10])[C:4]=2[N:3]=1.[C:13]1(P([C:13]2[CH:18]=CC=[CH:15][CH:14]=2)[C:13]2[CH:18]=CC=[CH:15][CH:14]=2)[CH:18]=CC=[CH:15][CH:14]=1.C(O)C#CC.C(OC(N=NC(OC(C)(C)C)=O)=O)(C)(C)C. (2) Given the product [OH:25][C:19]1[C:18]2[NH:17][C:8]([CH2:7][O:6][C:5]3[CH:10]=[CH:11][C:2]([Cl:1])=[CH:3][CH:4]=3)=[N:9][C:23]=2[CH:22]=[CH:21][CH:20]=1, predict the reactants needed to synthesize it. The reactants are: [Cl:1][C:2]1[CH:11]=[CH:10][C:5]([O:6][CH2:7][C:8]#[N:9])=[CH:4][CH:3]=1.C[O-].[Na+].Cl.Cl.[NH2:17][C:18]1[C:23](N)=[CH:22][CH:21]=[CH:20][C:19]=1[OH:25].